Task: Predict the reactants needed to synthesize the given product.. Dataset: Full USPTO retrosynthesis dataset with 1.9M reactions from patents (1976-2016) (1) Given the product [CH3:1][O:2][C:3](=[O:19])[C:4]1[CH:9]=[CH:8][CH:7]=[CH:6][CH:5]=1, predict the reactants needed to synthesize it. The reactants are: [CH3:1][O:2][C:3](=[O:19])[C:4]1[CH:9]=[CH:8][C:7](C(=S)NC[Si](C)(C)C)=[CH:6][C:5]=1C.C(=O)([O-])[O-].[K+].[K+].CI.O. (2) The reactants are: [CH3:1][C:2]1[N:3]([C:8]2[CH:12]=[CH:11][N:10]([CH2:13][CH2:14][O:15][C:16]3[CH:22]=[CH:21][C:19]([NH2:20])=[CH:18][CH:17]=3)[N:9]=2)[C:4]([CH3:7])=[CH:5][CH:6]=1.[CH3:23][C:24]1[CH:32]=[CH:31][C:27]([C:28](O)=[O:29])=[C:26]([N:33]2[CH2:38][CH2:37][CH:36]([CH3:39])[CH2:35][CH2:34]2)[N:25]=1.F[P-](F)(F)(F)(F)F.N1(O[P+](N2CCCC2)(N2CCCC2)N2CCCC2)C2C=CC=CC=2N=N1.C(N(C(C)C)CC)(C)C.Cl. Given the product [CH3:7][C:4]1[N:3]([C:8]2[CH:12]=[CH:11][N:10]([CH2:13][CH2:14][O:15][C:16]3[CH:17]=[CH:18][C:19]([NH:20][C:28](=[O:29])[C:27]4[CH:31]=[CH:32][C:24]([CH3:23])=[N:25][C:26]=4[N:33]4[CH2:38][CH2:37][CH:36]([CH3:39])[CH2:35][CH2:34]4)=[CH:21][CH:22]=3)[N:9]=2)[C:2]([CH3:1])=[CH:6][CH:5]=1, predict the reactants needed to synthesize it. (3) Given the product [CH3:1][C@H:2]1[N:7]([C:8]2[CH:13]=[CH:12][C:11]([C:14]([F:16])([F:15])[F:17])=[CH:10][N:9]=2)[CH2:6][CH2:5][N:4]([CH2:18][C:19]2[C:20]([C:24]3[NH:28][CH:27]=[C:26]([C:29]([NH2:30])=[O:32])[CH:25]=3)=[N:21][NH:22][CH:23]=2)[CH2:3]1, predict the reactants needed to synthesize it. The reactants are: [CH3:1][C@H:2]1[N:7]([C:8]2[CH:13]=[CH:12][C:11]([C:14]([F:17])([F:16])[F:15])=[CH:10][N:9]=2)[CH2:6][CH2:5][N:4]([CH2:18][C:19]2[C:20]([C:24]3[NH:28][CH:27]=[C:26]([C:29]#[N:30])[CH:25]=3)=[N:21][NH:22][CH:23]=2)[CH2:3]1.C([O-])([O-])=[O:32].[K+].[K+].OO. (4) Given the product [Cl:51][C:31]1[C:32]([NH:34][C:35]2[CH:40]=[CH:39][C:38]([P:41]([CH3:44])([CH3:43])=[O:42])=[CH:37][C:36]=2[S:45]([CH:48]([CH3:50])[CH3:49])(=[O:47])=[O:46])=[N:33][C:28]([NH:69][C:67]2[O:68][C:64]([N:61]3[CH2:60][CH2:59][N:58]([C:53]4[CH:54]=[CH:55][CH:56]=[CH:57][N:52]=4)[CH2:63][CH2:62]3)=[N:65][N:66]=2)=[N:29][CH:30]=1, predict the reactants needed to synthesize it. The reactants are: CP(C1C=CC(N)=C(S(C(C)C)(=O)=O)C=1)(C)=O.ClC1N=C(Cl)C(Cl)=CN=1.Cl[C:28]1[N:33]=[C:32]([NH:34][C:35]2[CH:40]=[CH:39][C:38]([P:41]([CH3:44])([CH3:43])=[O:42])=[CH:37][C:36]=2[S:45]([CH:48]([CH3:50])[CH3:49])(=[O:47])=[O:46])[C:31]([Cl:51])=[CH:30][N:29]=1.[N:52]1[CH:57]=[CH:56][CH:55]=[CH:54][C:53]=1[N:58]1[CH2:63][CH2:62][N:61]([C:64]2[O:68][C:67]([NH2:69])=[N:66][N:65]=2)[CH2:60][CH2:59]1. (5) Given the product [F:30][C:31]1[CH:36]=[CH:35][C:34]([S:37]([N:40]([CH:42]2[CH2:50][CH2:49][C:48]3[N:47]([CH2:51][C:52]([OH:54])=[O:53])[C:46]4[CH:55]=[CH:56][CH:57]=[N:58][C:45]=4[C:44]=3[CH2:43]2)[CH3:41])(=[O:39])=[O:38])=[CH:33][CH:32]=1, predict the reactants needed to synthesize it. The reactants are: C1C=CC2N(CCC(O)=O)C3CC[C@@H](NS(C4C=CC(F)=CC=4)(=O)=O)CC=3C=2C=1.[F:30][C:31]1[CH:36]=[CH:35][C:34]([S:37]([N:40]([C@H:42]2[CH2:50][CH2:49][C:48]3[N:47]([CH2:51][C:52]([OH:54])=[O:53])[C:46]4[CH:55]=[CH:56][CH:57]=[N:58][C:45]=4[C:44]=3[CH2:43]2)[CH3:41])(=[O:39])=[O:38])=[CH:33][CH:32]=1. (6) Given the product [Cl:19][C:13]1[CH:14]=[CH:15][CH:16]=[C:17]([F:18])[C:12]=1[C:10]1[NH:9][C:12]2[C:17]([CH:11]=1)=[CH:16][C:15]([C:25]1[N:21]([CH3:20])[N:22]=[C:23]([C:34]([F:35])([F:36])[F:37])[CH:24]=1)=[CH:14][CH:13]=2, predict the reactants needed to synthesize it. The reactants are: BrC1C=CC(N/[N:9]=[C:10](/[C:12]2[C:17]([F:18])=[CH:16][CH:15]=[CH:14][C:13]=2[Cl:19])\[CH3:11])=CC=1.[CH3:20][N:21]1[C:25](OS(C(F)(F)F)(=O)=O)=[CH:24][C:23]([C:34]([F:37])([F:36])[F:35])=[N:22]1.